This data is from NCI-60 drug combinations with 297,098 pairs across 59 cell lines. The task is: Regression. Given two drug SMILES strings and cell line genomic features, predict the synergy score measuring deviation from expected non-interaction effect. (1) Drug 1: COC1=CC(=CC(=C1O)OC)C2C3C(COC3=O)C(C4=CC5=C(C=C24)OCO5)OC6C(C(C7C(O6)COC(O7)C8=CC=CS8)O)O. Drug 2: CCC1(C2=C(COC1=O)C(=O)N3CC4=CC5=C(C=CC(=C5CN(C)C)O)N=C4C3=C2)O.Cl. Cell line: SK-MEL-28. Synergy scores: CSS=16.6, Synergy_ZIP=-6.37, Synergy_Bliss=5.52, Synergy_Loewe=2.00, Synergy_HSA=4.31. (2) Drug 1: COC1=CC(=CC(=C1O)OC)C2C3C(COC3=O)C(C4=CC5=C(C=C24)OCO5)OC6C(C(C7C(O6)COC(O7)C8=CC=CS8)O)O. Drug 2: CC1C(C(CC(O1)OC2CC(CC3=C2C(=C4C(=C3O)C(=O)C5=C(C4=O)C(=CC=C5)OC)O)(C(=O)CO)O)N)O.Cl. Cell line: SNB-75. Synergy scores: CSS=57.4, Synergy_ZIP=-3.66, Synergy_Bliss=-0.468, Synergy_Loewe=-4.59, Synergy_HSA=2.52. (3) Cell line: NCI-H322M. Synergy scores: CSS=-5.51, Synergy_ZIP=1.20, Synergy_Bliss=-3.68, Synergy_Loewe=-4.08, Synergy_HSA=-6.26. Drug 1: CN(C)C1=NC(=NC(=N1)N(C)C)N(C)C. Drug 2: CC12CCC3C(C1CCC2O)C(CC4=C3C=CC(=C4)O)CCCCCCCCCS(=O)CCCC(C(F)(F)F)(F)F. (4) Drug 1: CCC1=CC2CC(C3=C(CN(C2)C1)C4=CC=CC=C4N3)(C5=C(C=C6C(=C5)C78CCN9C7C(C=CC9)(C(C(C8N6C)(C(=O)OC)O)OC(=O)C)CC)OC)C(=O)OC.C(C(C(=O)O)O)(C(=O)O)O. Drug 2: CN(CCCl)CCCl.Cl. Cell line: T-47D. Synergy scores: CSS=27.5, Synergy_ZIP=-6.16, Synergy_Bliss=-2.02, Synergy_Loewe=-5.71, Synergy_HSA=-1.56. (5) Drug 1: CC1=CC=C(C=C1)C2=CC(=NN2C3=CC=C(C=C3)S(=O)(=O)N)C(F)(F)F. Drug 2: C1=CN(C=N1)CC(O)(P(=O)(O)O)P(=O)(O)O. Cell line: SF-539. Synergy scores: CSS=-1.80, Synergy_ZIP=0.0738, Synergy_Bliss=-3.23, Synergy_Loewe=-4.33, Synergy_HSA=-5.43.